From a dataset of Peptide-MHC class II binding affinity with 134,281 pairs from IEDB. Regression. Given a peptide amino acid sequence and an MHC pseudo amino acid sequence, predict their binding affinity value. This is MHC class II binding data. (1) The peptide sequence is ESYKFIPALEAAVKQ. The MHC is HLA-DQA10301-DQB10302 with pseudo-sequence HLA-DQA10301-DQB10302. The binding affinity (normalized) is 0.397. (2) The peptide sequence is PATLIKAIDGDTVKLMYKGQ. The MHC is DRB1_0405 with pseudo-sequence DRB1_0405. The binding affinity (normalized) is 0. (3) The peptide sequence is RKKYFAATQFEPLAA. The MHC is HLA-DPA10201-DPB10101 with pseudo-sequence HLA-DPA10201-DPB10101. The binding affinity (normalized) is 0.846. (4) The peptide sequence is AFKVDATAANAAPAN. The MHC is HLA-DPA10201-DPB11401 with pseudo-sequence HLA-DPA10201-DPB11401. The binding affinity (normalized) is 0.636. (5) The peptide sequence is TIAATSFAAAGLAAL. The MHC is DRB1_0701 with pseudo-sequence DRB1_0701. The binding affinity (normalized) is 0.205. (6) The peptide sequence is AVFEAALTKAITAMS. The MHC is HLA-DPA10103-DPB10301 with pseudo-sequence HLA-DPA10103-DPB10301. The binding affinity (normalized) is 0.285. (7) The peptide sequence is EKKYFAATQFENLAA. The MHC is HLA-DPA10201-DPB10101 with pseudo-sequence HLA-DPA10201-DPB10101. The binding affinity (normalized) is 0.912. (8) The peptide sequence is DLGCGRGGWCYYAAA. The MHC is HLA-DQA10601-DQB10402 with pseudo-sequence HLA-DQA10601-DQB10402. The binding affinity (normalized) is 0.289.